From a dataset of Peptide-MHC class II binding affinity with 134,281 pairs from IEDB. Regression. Given a peptide amino acid sequence and an MHC pseudo amino acid sequence, predict their binding affinity value. This is MHC class II binding data. (1) The peptide sequence is PDAEKIVAAVIEKKL. The MHC is HLA-DPA10103-DPB10401 with pseudo-sequence HLA-DPA10103-DPB10401. The binding affinity (normalized) is 0.0644. (2) The peptide sequence is KEFDLYKKSGITEVDRT. The MHC is DRB3_0101 with pseudo-sequence DRB3_0101. The binding affinity (normalized) is 0.199. (3) The peptide sequence is SGGVWREMHHLVEFE. The MHC is H-2-IAd with pseudo-sequence H-2-IAd. The binding affinity (normalized) is 0.276. (4) The peptide sequence is SPLTASKLTYENVKM. The MHC is DRB1_0301 with pseudo-sequence DRB1_0301. The binding affinity (normalized) is 0.235. (5) The peptide sequence is ALTALIRDPPADSTG. The MHC is DRB1_0301 with pseudo-sequence DRB1_0301. The binding affinity (normalized) is 0.562. (6) The peptide sequence is VPFLVSATAGTTV. The MHC is DRB1_0401 with pseudo-sequence DRB1_0401. The binding affinity (normalized) is 0.473. (7) The peptide sequence is GELQIVDKITAAFKI. The MHC is DRB4_0101 with pseudo-sequence DRB4_0103. The binding affinity (normalized) is 0.598.